This data is from Catalyst prediction with 721,799 reactions and 888 catalyst types from USPTO. The task is: Predict which catalyst facilitates the given reaction. (1) Reactant: Cl[C:2]1[CH:7]=[CH:6][CH:5]=[C:4]([Cl:8])[C:3]=1[C:9]1[NH:10][C:11]2[CH:17]=[C:16]([NH2:18])[CH:15]=[CH:14][C:12]=2[N:13]=1.CCN(C(C)C)C(C)C.[C:28](O)(=[O:30])[CH3:29].CN([P+](ON1N=NC2C=CC=CC1=2)(N(C)C)N(C)C)C.F[P-](F)(F)(F)(F)F. Product: [Cl:8][C:4]1[CH:5]=[CH:6][CH:7]=[CH:2][C:3]=1[C:9]1[NH:10][C:11]2[CH:17]=[C:16]([NH:18][C:28](=[O:30])[CH3:29])[CH:15]=[CH:14][C:12]=2[N:13]=1. The catalyst class is: 169. (2) Reactant: [Br:1][C:2]1[CH:3]=[CH:4][C:5]([I:10])=[C:6]([CH2:8][OH:9])[CH:7]=1.[H-].[Na+].[C:13]([Si:17]([CH3:20])([CH3:19])Cl)([CH3:16])([CH3:15])[CH3:14].[I-].[K+]. Product: [Br:1][C:2]1[CH:3]=[CH:4][C:5]([I:10])=[C:6]([CH:7]=1)[CH2:8][O:9][Si:17]([C:13]([CH3:16])([CH3:15])[CH3:14])([CH3:20])[CH3:19]. The catalyst class is: 9. (3) Reactant: [F:1][C:2]1[CH:9]=[C:8]([OH:10])[CH:7]=[CH:6][C:3]=1[C:4]#[N:5].I[CH2:12][CH2:13][CH2:14][CH2:15][CH2:16][CH2:17][CH2:18][CH3:19].[F-].[K+].Cl. Product: [F:1][C:2]1[CH:9]=[C:8]([O:10][CH2:12][CH2:13][CH2:14][CH2:15][CH2:16][CH2:17][CH2:18][CH3:19])[CH:7]=[CH:6][C:3]=1[C:4]#[N:5]. The catalyst class is: 9. (4) Reactant: Cl[C:2]1[C:3]2[N:10]=[N:9][N:8]([NH:11][CH2:12][C:13]3[CH:18]=[CH:17][C:16]([O:19][CH3:20])=[CH:15][CH:14]=3)[C:4]=2[N:5]=[CH:6][N:7]=1.[O:21]1[CH:25]=[CH:24][CH:23]=[C:22]1[Sn](CCCC)(CCCC)CCCC. Product: [O:21]1[CH:25]=[CH:24][CH:23]=[C:22]1[C:2]1[C:3]2[N:10]=[N:9][N:8]([NH:11][CH2:12][C:13]3[CH:18]=[CH:17][C:16]([O:19][CH3:20])=[CH:15][CH:14]=3)[C:4]=2[N:5]=[CH:6][N:7]=1. The catalyst class is: 233.